From a dataset of Reaction yield outcomes from USPTO patents with 853,638 reactions. Predict the reaction yield, written as a fraction of the theoretical maximum amount of product (1.0 means a 100% yield; for example, 0.34 means a 34% yield). (1) The reactants are BrC1N=C(C(=O)NC)C(NC2C(C(F)(F)F)=CN=C(NC3C=CC(CP(=O)(O[C@@H](CCN4C=C(B5OC(C)(C)C(C)(C)O5)C=N4)C)OCC)=CC=3OC)N=2)=CC=1.[Br:57][C:58]1[N:63]=[C:62]([C:64](=[O:67])[NH:65][CH3:66])[C:61]([NH:68][C:69]2[C:74]([C:75]([F:78])([F:77])[F:76])=[CH:73][N:72]=[C:71]([NH:79][C:80]3[CH:91]=[CH:90][C:83]([CH2:84][CH2:85][CH2:86][PH:87](=[O:89])[OH:88])=[CH:82][C:81]=3[O:92][CH3:93])[N:70]=2)=[CH:60][CH:59]=1.[CH3:94][C:95]1([CH3:113])[C:99]([CH3:101])([CH3:100])[O:98][B:97]([C:102]2[CH:103]=[N:104][N:105]([CH2:107][C:108]3([CH2:111]O)[CH2:110][CH2:109]3)[CH:106]=2)[O:96]1. No catalyst specified. The product is [Br:57][C:58]1[N:63]=[C:62]([C:64](=[O:67])[NH:65][CH3:66])[C:61]([NH:68][C:69]2[C:74]([C:75]([F:78])([F:76])[F:77])=[CH:73][N:72]=[C:71]([NH:79][C:80]3[CH:91]=[CH:90][C:83]([CH2:84][CH2:85][CH2:86][PH:87](=[O:88])[O:89][CH2:111][C:108]4([CH2:107][N:105]5[CH:106]=[C:102]([B:97]6[O:96][C:95]([CH3:113])([CH3:94])[C:99]([CH3:101])([CH3:100])[O:98]6)[CH:103]=[N:104]5)[CH2:110][CH2:109]4)=[CH:82][C:81]=3[O:92][CH3:93])[N:70]=2)=[CH:60][CH:59]=1. The yield is 0.480. (2) The reactants are [Br:1][C:2]1[CH:3]=[C:4]([CH:24]=[CH:25][CH:26]=1)[CH2:5][C:6]1[N:10]2[C:11](=[O:23])[C:12]3[NH:13][CH:14]=[N:15][C:16]=3[N:17]([CH2:18][CH2:19][CH2:20][CH2:21][CH3:22])[C:9]2=[N:8][N:7]=1.[Br:27]N1C(=O)CCC1=O. The catalyst is O1CCCC1. The product is [Br:27][C:14]1[NH:13][C:12]2[C:11](=[O:23])[N:10]3[C:6]([CH2:5][C:4]4[CH:24]=[CH:25][CH:26]=[C:2]([Br:1])[CH:3]=4)=[N:7][N:8]=[C:9]3[N:17]([CH2:18][CH2:19][CH2:20][CH2:21][CH3:22])[C:16]=2[N:15]=1. The yield is 0.600. (3) The product is [CH2:17]([O:1][C:2]1[CH:9]=[CH:8][C:5]([C:6]#[N:7])=[C:4]([F:10])[CH:3]=1)[C:18]1[CH:23]=[CH:22][CH:21]=[CH:20][CH:19]=1. The reactants are [OH:1][C:2]1[CH:9]=[CH:8][C:5]([C:6]#[N:7])=[C:4]([F:10])[CH:3]=1.C(=O)([O-])[O-].[K+].[K+].[CH2:17](Br)[C:18]1[CH:23]=[CH:22][CH:21]=[CH:20][CH:19]=1.O. The yield is 0.920. The catalyst is CN(C)C=O.C(OCC)(=O)C. (4) The reactants are [CH2:1]([C@@:4]1([C:20]2[CH:25]=[CH:24][CH:23]=[CH:22][CH:21]=2)[O:9][C:8](=[O:10])[N:7]([C@H:11]([C:13]2[CH:18]=[CH:17][C:16]([Br:19])=[CH:15][CH:14]=2)[CH3:12])[CH2:6][CH2:5]1)[CH:2]=[CH2:3].[O:26]1CCCC1. No catalyst specified. The product is [Br:19][C:16]1[CH:15]=[CH:14][C:13]([C@@H:11]([N:7]2[CH2:6][CH2:5][C@:4]([CH2:1][CH2:2][CH2:3][OH:26])([C:20]3[CH:25]=[CH:24][CH:23]=[CH:22][CH:21]=3)[O:9][C:8]2=[O:10])[CH3:12])=[CH:18][CH:17]=1. The yield is 0.400. (5) The reactants are [Br:1][C:2]1[CH:3]=[C:4]([SH:8])[CH:5]=[CH:6][CH:7]=1.C([O-])([O-])=O.[Cs+].[Cs+].Br[CH2:16][CH2:17][CH2:18][OH:19]. The catalyst is CN(C=O)C. The product is [Br:1][C:2]1[CH:3]=[C:4]([S:8][CH2:16][CH2:17][CH2:18][OH:19])[CH:5]=[CH:6][CH:7]=1. The yield is 0.980. (6) The reactants are C([N:8](CC1C=CC=CC=1)[C:9]1[CH:14]=[CH:13][C:12]([F:15])=[C:11]([C:16]2[C:20]([C:21]3[CH:26]=[CH:25][N:24]=[CH:23][CH:22]=3)=[CH:19][NH:18][N:17]=2)[C:10]=1[F:27])C1C=CC=CC=1.[F:35][C:36]1[CH:43]=[CH:42][C:41]([F:44])=[CH:40][C:37]=1[CH:38]=O.C([BH3-])#N.[Na+].C([O-])([O-])=O.[Na+].[Na+]. The catalyst is CO.C(O)(=O)C.O. The product is [F:35][C:36]1[CH:43]=[CH:42][C:41]([F:44])=[CH:40][C:37]=1[CH2:38][NH:8][C:9]1[CH:14]=[CH:13][C:12]([F:15])=[C:11]([C:16]2[C:20]([C:21]3[CH:26]=[CH:25][N:24]=[CH:23][CH:22]=3)=[CH:19][NH:18][N:17]=2)[C:10]=1[F:27]. The yield is 0.850. (7) The reactants are [F:1][C:2]1[CH:11]=[C:10]([F:12])[CH:9]=[C:8]2[C:3]=1[CH:4]=[CH:5][C:6]([C:13](=O)[CH3:14])=[CH:7]2.C([O-])(=O)C.[NH4+].C([BH3-])#[N:22].[Na+]. The catalyst is CO. The product is [F:1][C:2]1[CH:11]=[C:10]([F:12])[CH:9]=[C:8]2[C:3]=1[CH:4]=[CH:5][C:6]([CH:13]([NH2:22])[CH3:14])=[CH:7]2. The yield is 0.380.